Dataset: Full USPTO retrosynthesis dataset with 1.9M reactions from patents (1976-2016). Task: Predict the reactants needed to synthesize the given product. (1) Given the product [NH2:15][N:16]1[CH2:20][CH:19]([C:21]2[CH:26]=[CH:25][CH:24]=[C:23]([O:27][CH3:28])[CH:22]=2)[CH2:18][C:17]1=[O:29], predict the reactants needed to synthesize it. The reactants are: Cl.C(=[N:15][N:16]1[CH2:20][CH:19]([C:21]2[CH:26]=[CH:25][CH:24]=[C:23]([O:27][CH3:28])[CH:22]=2)[CH2:18][C:17]1=[O:29])(C1C=CC=CC=1)C1C=CC=CC=1. (2) Given the product [CH2:1]([O:4][C:5]([N:7]1[CH2:12][CH2:11][C:10]([C:58]([NH:57][CH2:56][CH2:55][N:49]2[CH2:54][CH2:53][O:52][CH2:51][CH2:50]2)=[O:60])([N:39]([CH2:35][C:36]#[C:37][CH3:38])[C:23](=[O:25])[C@H:22]([NH2:21])[C@H:26]([OH:27])[CH:28]2[CH2:29][CH2:30][CH2:31][CH2:32][CH2:33]2)[CH2:9][CH2:8]1)=[O:6])[CH:2]=[CH2:3], predict the reactants needed to synthesize it. The reactants are: [CH2:1]([O:4][C:5]([N:7]1[CH2:12][CH2:11][C:10](=O)[CH2:9][CH2:8]1)=[O:6])[CH:2]=[CH2:3].C(OC([NH:21][C@H:22]([C@@H:26]([CH:28]1[CH2:33][CH2:32][CH2:31][CH2:30][CH2:29]1)[OH:27])[C:23]([OH:25])=O)=O)(C)(C)C.Cl.[CH2:35]([NH2:39])[C:36]#[C:37][CH3:38].C(N(C(C)C)CC)(C)C.[N:49]1([CH2:55][CH2:56][N+:57]#[C-:58])[CH2:54][CH2:53][O:52][CH2:51][CH2:50]1.C[OH:60]. (3) Given the product [NH2:15][C:11]1[C:10]([C:2]2[N:1]([CH:17]([CH3:20])[C:18]#[N:19])[C:5]3[CH:6]=[CH:7][CH:8]=[CH:9][C:4]=3[N:3]=2)=[N:14][O:13][N:12]=1, predict the reactants needed to synthesize it. The reactants are: [NH:1]1[C:5]2[CH:6]=[CH:7][CH:8]=[CH:9][C:4]=2[N:3]=[C:2]1[C:10]1[C:11]([NH2:15])=[N:12][O:13][N:14]=1.Cl[CH:17]([CH3:20])[C:18]#[N:19]. (4) Given the product [CH3:15][C@H:16]([CH2:22][CH2:23][CH2:24][C:25]1[CH:26]=[CH:27][CH:28]=[CH:29][CH:30]=1)[C:17]([O:19][CH2:20][CH3:21])=[O:18], predict the reactants needed to synthesize it. The reactants are: C[C@H](CCCC1C=CC=CC=1)C(O)=O.[CH3:15][C@@H:16]([CH2:22][CH2:23][CH2:24][C:25]1[CH:30]=[CH:29][CH:28]=[CH:27][CH:26]=1)[C:17]([O:19][CH2:20][CH3:21])=[O:18]. (5) Given the product [Cl:28][C:22]1[CH:7]=[C:11]([O:10][CH:9]2[CH2:8][CH2:3][CH:2]([CH3:5])[CH2:1]2)[CH:27]=[CH:26][C:23]=1[C:24]#[N:25], predict the reactants needed to synthesize it. The reactants are: [CH3:1][C:2]([CH3:5])([O-])[CH3:3].[K+].[CH2:7]1[CH2:11][O:10][CH2:9][CH2:8]1.OC1CCC(O)C1.FC1[CH:27]=[CH:26][C:23]([C:24]#[N:25])=[C:22]([Cl:28])C=1. (6) The reactants are: C(Cl)(=O)C(Cl)=O.[C:7]([Si:11]([CH3:37])([CH3:36])[O:12][CH:13]([CH2:17][NH:18][C:19]([O:21][CH2:22][CH:23]1[C:35]2[CH:34]=[CH:33][CH:32]=[CH:31][C:30]=2[C:29]2[C:24]1=[CH:25][CH:26]=[CH:27][CH:28]=2)=[O:20])[C:14](O)=[O:15])([CH3:10])([CH3:9])[CH3:8].CCN(C(C)C)C(C)C.[NH2:47][C:48]1[S:49][CH:50]=[C:51]([CH3:53])[N:52]=1. Given the product [CH:34]1[C:35]2[CH:23]([CH2:22][O:21][C:19](=[O:20])[NH:18][CH2:17][CH:13]([O:12][Si:11]([C:7]([CH3:8])([CH3:9])[CH3:10])([CH3:37])[CH3:36])[C:14]([NH:47][C:48]3[S:49][CH:50]=[C:51]([CH3:53])[N:52]=3)=[O:15])[C:24]3[C:25](=[CH:26][CH:27]=[CH:28][CH:29]=3)[C:30]=2[CH:31]=[CH:32][CH:33]=1, predict the reactants needed to synthesize it. (7) Given the product [NH2:1][C:2]1[C:6]2[C:7](=[O:19])[N:8]([CH:12]3[CH2:17][CH2:16][CH2:15][CH2:14][CH:13]3[CH3:18])[CH:9]=[C:10]([C:44]3[CH:48]=[CH:47][N:46]([CH3:49])[N:45]=3)[C:5]=2[NH:4][N:3]=1, predict the reactants needed to synthesize it. The reactants are: [NH2:1][C:2]1[C:6]2[C:7](=[O:19])[N:8]([CH:12]3[CH2:17][CH2:16][CH2:15][CH2:14][CH:13]3[CH3:18])[CH:9]=[C:10](Br)[C:5]=2[NH:4][N:3]=1.CC1(C)C(C)(C)OB(B2OC(C)(C)C(C)(C)O2)O1.C([O-])(=O)C.[K+].I[C:44]1[CH:48]=[CH:47][N:46]([CH3:49])[N:45]=1.C(=O)([O-])[O-].[Na+].[Na+].